This data is from Forward reaction prediction with 1.9M reactions from USPTO patents (1976-2016). The task is: Predict the product of the given reaction. (1) Given the reactants [F:1][CH:2]([F:15])[CH2:3][O:4][C:5]1[N:10]=[CH:9][C:8]([C:11](=O)[CH3:12])=[CH:7][C:6]=1[CH3:14].[CH3:16][C:17]([S@:20]([NH2:22])=[O:21])([CH3:19])[CH3:18], predict the reaction product. The product is: [F:1][CH:2]([F:15])[CH2:3][O:4][C:5]1[N:10]=[CH:9][C:8]([CH:11]([NH:22][S@@:20]([C:17]([CH3:19])([CH3:18])[CH3:16])=[O:21])[CH3:12])=[CH:7][C:6]=1[CH3:14]. (2) Given the reactants [CH3:1][C:2]([CH3:42])([CH3:41])[C:3]([C:5]1[C:13]2[C:8](=[N:9][CH:10]=[C:11]([C:14]3[C:22]4[C:17](=[CH:18][CH:19]=[CH:20][CH:21]=4)[N:16]([CH2:23][C:24]([N:26]4[CH2:31][CH2:30][N:29]([CH3:32])[CH2:28][CH2:27]4)=[O:25])[CH:15]=3)[N:12]=2)[N:7](COCC[Si](C)(C)C)[CH:6]=1)=[O:4], predict the reaction product. The product is: [CH3:1][C:2]([CH3:42])([CH3:41])[C:3]([C:5]1[C:13]2[C:8](=[N:9][CH:10]=[C:11]([C:14]3[C:22]4[C:17](=[CH:18][CH:19]=[CH:20][CH:21]=4)[N:16]([CH2:23][C:24]([N:26]4[CH2:27][CH2:28][N:29]([CH3:32])[CH2:30][CH2:31]4)=[O:25])[CH:15]=3)[N:12]=2)[NH:7][CH:6]=1)=[O:4]. (3) The product is: [CH3:34][O:33][C:30]1[CH:31]=[CH:32][C:27]([NH:26][C:23]2[CH:24]=[CH:25][C:20]([NH:19][C:16]3[C:17]4[S:18][C:10]([C:2]5[S:1][CH:5]=[CH:4][CH:3]=5)=[CH:11][C:12]=4[N:13]=[CH:14][N:15]=3)=[CH:21][CH:22]=2)=[CH:28][CH:29]=1. Given the reactants [S:1]1[CH:5]=[CH:4][CH:3]=[C:2]1B(O)O.Br[C:10]1[S:18][C:17]2[C:16]([NH:19][C:20]3[CH:25]=[CH:24][C:23]([NH:26][C:27]4[CH:32]=[CH:31][C:30]([O:33][CH3:34])=[CH:29][CH:28]=4)=[CH:22][CH:21]=3)=[N:15][CH:14]=[N:13][C:12]=2[CH:11]=1, predict the reaction product.